Dataset: Forward reaction prediction with 1.9M reactions from USPTO patents (1976-2016). Task: Predict the product of the given reaction. (1) Given the reactants [CH2:1]([O:3][CH:4]([O:18][CH2:19][CH3:20])[CH2:5][N:6]1[C:10]([NH2:11])=[CH:9][C:8]([C:12]2[N:13]=[N:14][CH:15]=[CH:16][CH:17]=2)=[N:7]1)[CH3:2].Br[C:22]1[C:23]([CH3:32])=[CH:24][C:25]([CH3:31])=[C:26]([N+:28]([O-:30])=[O:29])[CH:27]=1, predict the reaction product. The product is: [CH2:1]([O:3][CH:4]([O:18][CH2:19][CH3:20])[CH2:5][N:6]1[C:10]([NH:11][C:22]2[CH:27]=[C:26]([N+:28]([O-:30])=[O:29])[C:25]([CH3:31])=[CH:24][C:23]=2[CH3:32])=[CH:9][C:8]([C:12]2[N:13]=[N:14][CH:15]=[CH:16][CH:17]=2)=[N:7]1)[CH3:2]. (2) Given the reactants [CH:1]1([N:4]2[CH2:8][C:7](OC)=[CH:6][C:5]2=[O:11])[CH2:3][CH2:2]1.[NH2:12][C:13]1[C:20]([Br:21])=[CH:19][CH:18]=[CH:17][C:14]=1[C:15]#[N:16], predict the reaction product. The product is: [Br:21][C:20]1[C:13]([NH:12][C:7]2[CH2:8][N:4]([CH:1]3[CH2:3][CH2:2]3)[C:5](=[O:11])[CH:6]=2)=[C:14]([CH:17]=[CH:18][CH:19]=1)[C:15]#[N:16].